This data is from CYP2D6 inhibition data for predicting drug metabolism from PubChem BioAssay. The task is: Regression/Classification. Given a drug SMILES string, predict its absorption, distribution, metabolism, or excretion properties. Task type varies by dataset: regression for continuous measurements (e.g., permeability, clearance, half-life) or binary classification for categorical outcomes (e.g., BBB penetration, CYP inhibition). Dataset: cyp2d6_veith. (1) The result is 0 (non-inhibitor). The drug is CC(C)CN=C(N)N=C(N)N. (2) The result is 0 (non-inhibitor). The molecule is C[C@@H]1O[C@H](O[C@@H]2C=C3CC[C@H]4[C@@H](CC[C@]5(C)[C@@H](c6ccc(=O)oc6)CC[C@]45O)[C@@]3(C)CC2)[C@@H](O)[C@H](O)[C@@H]1O. (3) The molecule is CCNC(=S)N1CCC(NC(=O)C2CCCCC2)CC1. The result is 0 (non-inhibitor). (4) The drug is COc1ccc(CNc2ccnc(-c3ccccc3OC)n2)c(OC)c1. The result is 1 (inhibitor). (5) The result is 0 (non-inhibitor). The compound is CCCCN1C(=O)C(NC(=O)C2CC2)(C(F)(F)F)C2=C1CC(C)(C)CC2=O. (6) The molecule is C/C(=N\NC(=O)Cc1ccc(Cl)cc1)c1ccccn1. The result is 0 (non-inhibitor). (7) The molecule is O=C(c1cccc(F)c1)N1CCC[C@@]2(CCN(c3ccncc3)C2)C1. The result is 0 (non-inhibitor).